From a dataset of Catalyst prediction with 721,799 reactions and 888 catalyst types from USPTO. Predict which catalyst facilitates the given reaction. (1) Reactant: C([O:8][C:9]1[CH:10]=[C:11]([CH:32]=[C:33]([C:35](=[O:43])[NH:36][C:37]2[CH:41]=[CH:40][N:39]([CH3:42])[N:38]=2)[CH:34]=1)[O:12][C:13]1[N:14]=[CH:15][C:16]([N:19]([CH2:28][CH:29]2[CH2:31][CH2:30]2)[C:20]([CH:22]2[CH2:27][CH2:26][O:25][CH2:24][CH2:23]2)=[O:21])=[N:17][CH:18]=1)C1C=CC=CC=1. Product: [CH:29]1([CH2:28][N:19]([C:16]2[CH:15]=[N:14][C:13]([O:12][C:11]3[CH:32]=[C:33]([C:35](=[O:43])[NH:36][C:37]4[CH:41]=[CH:40][N:39]([CH3:42])[N:38]=4)[CH:34]=[C:9]([OH:8])[CH:10]=3)=[CH:18][N:17]=2)[C:20]([CH:22]2[CH2:23][CH2:24][O:25][CH2:26][CH2:27]2)=[O:21])[CH2:31][CH2:30]1. The catalyst class is: 78. (2) Reactant: [CH:1]([NH:4][C:5]([NH2:7])=[S:6])([CH3:3])[CH3:2].[Br:8][CH2:9][C:10](=O)[C:11]([OH:13])=[O:12]. The catalyst class is: 12. Product: [BrH:8].[CH:1]([NH:4][C:5]1[S:6][CH:9]=[C:10]([C:11]([OH:13])=[O:12])[N:7]=1)([CH3:3])[CH3:2]. (3) Reactant: C([O:8][C:9]1[C:14]([F:15])=[CH:13][C:12]([CH2:16][CH:17]([CH3:21])[C:18]([OH:20])=O)=[CH:11][C:10]=1[F:22])C1C=CC=CC=1.C(N(CC)CC)C.C(Cl)(=O)C(C)(C)C.[CH2:37]([C@@H:44]1[CH2:48][O:47][C:46](=[O:49])[NH:45]1)[C:38]1[CH:43]=[CH:42][CH:41]=[CH:40][CH:39]=1.[Li]CCCC. Product: [CH2:37]([C@@H:44]1[CH2:48][O:47][C:46](=[O:49])[N:45]1[C:18](=[O:20])[C@H:17]([CH3:21])[CH2:16][C:12]1[CH:11]=[C:10]([F:22])[C:9]([OH:8])=[C:14]([F:15])[CH:13]=1)[C:38]1[CH:39]=[CH:40][CH:41]=[CH:42][CH:43]=1. The catalyst class is: 7. (4) Reactant: [CH3:1][N:2]([CH2:10][C:11]#[C:12][C:13]1[CH:18]=[CH:17][C:16]([C:19](=[O:33])[C:20]2[CH:25]=[CH:24][C:23]([O:26][CH:27]3[CH2:32][CH2:31][CH2:30][CH2:29][O:28]3)=[CH:22][CH:21]=2)=[CH:15][CH:14]=1)[C:3](=[O:9])[O:4][C:5]([CH3:8])([CH3:7])[CH3:6]. Product: [CH3:1][N:2]([CH2:10][CH2:11][CH2:12][C:13]1[CH:18]=[CH:17][C:16]([C:19](=[O:33])[C:20]2[CH:21]=[CH:22][C:23]([O:26][CH:27]3[CH2:32][CH2:31][CH2:30][CH2:29][O:28]3)=[CH:24][CH:25]=2)=[CH:15][CH:14]=1)[C:3](=[O:9])[O:4][C:5]([CH3:8])([CH3:6])[CH3:7]. The catalyst class is: 227. (5) Reactant: [Cl:1][C:2]1[CH:7]=[CH:6][C:5]([NH:8][C:9](=[O:31])[NH:10][C:11]2[CH:30]=[CH:29][C:14]([O:15][C:16]3[CH:21]=[CH:20][N:19]=[C:18]([C:22]([O:24]C(C)(C)C)=[O:23])[CH:17]=3)=[CH:13][CH:12]=2)=[CH:4][C:3]=1[C:32]([F:35])([F:34])[F:33].FC(F)(F)C(O)=O.C([SiH](CC)CC)C. Product: [Cl:1][C:2]1[CH:7]=[CH:6][C:5]([NH:8][C:9](=[O:31])[NH:10][C:11]2[CH:30]=[CH:29][C:14]([O:15][C:16]3[CH:21]=[CH:20][N:19]=[C:18]([C:22]([OH:24])=[O:23])[CH:17]=3)=[CH:13][CH:12]=2)=[CH:4][C:3]=1[C:32]([F:35])([F:33])[F:34]. The catalyst class is: 4. (6) Reactant: [Br:1][C:2]1[CH:10]=[C:9]2[C:5]([CH:6]=[C:7]([C:11](O)=[O:12])[NH:8]2)=[CH:4][CH:3]=1.[H-].[H-].[H-].[H-].[Li+].[Al+3]. Product: [Br:1][C:2]1[CH:10]=[C:9]2[C:5]([CH:6]=[C:7]([CH2:11][OH:12])[NH:8]2)=[CH:4][CH:3]=1. The catalyst class is: 1.